Dataset: HIV replication inhibition screening data with 41,000+ compounds from the AIDS Antiviral Screen. Task: Binary Classification. Given a drug SMILES string, predict its activity (active/inactive) in a high-throughput screening assay against a specified biological target. (1) The molecule is CCOC(=O)c1cccn1S(=O)(=O)c1cc(Cl)ccc1NC(=O)CC. The result is 1 (active). (2) The drug is CCC1OC2CS(=O)(=O)CC2O1. The result is 0 (inactive). (3) The molecule is Cl.O=C(Cc1ccccc1)NN=C(CCN1CCCC1)CC(c1ccccc1)c1c(O)c2ccccc2oc1=O. The result is 0 (inactive).